Dataset: NCI-60 drug combinations with 297,098 pairs across 59 cell lines. Task: Regression. Given two drug SMILES strings and cell line genomic features, predict the synergy score measuring deviation from expected non-interaction effect. Drug 1: CS(=O)(=O)C1=CC(=C(C=C1)C(=O)NC2=CC(=C(C=C2)Cl)C3=CC=CC=N3)Cl. Drug 2: C1C(C(OC1N2C=NC3=C(N=C(N=C32)Cl)N)CO)O. Cell line: HCT116. Synergy scores: CSS=14.7, Synergy_ZIP=-0.593, Synergy_Bliss=-1.59, Synergy_Loewe=-14.4, Synergy_HSA=-3.92.